The task is: Predict the reactants needed to synthesize the given product.. This data is from Full USPTO retrosynthesis dataset with 1.9M reactions from patents (1976-2016). (1) Given the product [C:14]([NH2:9])(=[O:17])[C:1]1[CH:6]=[CH:5][CH:4]=[CH:3][CH:2]=1, predict the reactants needed to synthesize it. The reactants are: [C:1]1(N)[CH:6]=[CH:5][CH:4]=[CH:3][C:2]=1N.[N:9]1[CH:14]=CC=CC=1.C(OC(=O)C)(=[O:17])C. (2) Given the product [N:12]1([CH2:18][CH2:19][NH:20][C:21]([C:23]2[NH:24][C:25]([CH:29]=[C:10]3[C:3]4[C:4](=[N:5][CH:6]=[CH:7][C:2]=4[Cl:1])[NH:8][C:9]3=[O:11])=[C:26]([CH3:28])[CH:27]=2)=[O:22])[CH2:13][CH2:14][O:15][CH2:16][CH2:17]1, predict the reactants needed to synthesize it. The reactants are: [Cl:1][C:2]1[CH:7]=[CH:6][N:5]=[C:4]2[NH:8][C:9](=[O:11])[CH2:10][C:3]=12.[N:12]1([CH2:18][CH2:19][NH:20][C:21]([C:23]2[NH:24][C:25]([CH:29]=O)=[C:26]([CH3:28])[CH:27]=2)=[O:22])[CH2:17][CH2:16][O:15][CH2:14][CH2:13]1.N1CCCCC1.